Dataset: Forward reaction prediction with 1.9M reactions from USPTO patents (1976-2016). Task: Predict the product of the given reaction. Given the reactants [CH2:1]([N:8]1[CH:12]=[CH:11][C:10]([NH:13]C(=O)OCC[Si](C)(C)C)=[C:9]1[C:23]1[CH:28]=[CH:27][CH:26]=[CH:25][CH:24]=1)[C:2]1[CH:7]=[CH:6][CH:5]=[CH:4][CH:3]=1.O.[F-].C([N+](CCCC)(CCCC)CCCC)CCC.C1COCC1, predict the reaction product. The product is: [CH2:1]([N:8]1[CH:12]=[CH:11][C:10]([NH2:13])=[C:9]1[C:23]1[CH:28]=[CH:27][CH:26]=[CH:25][CH:24]=1)[C:2]1[CH:3]=[CH:4][CH:5]=[CH:6][CH:7]=1.